Dataset: Peptide-MHC class II binding affinity with 134,281 pairs from IEDB. Task: Regression. Given a peptide amino acid sequence and an MHC pseudo amino acid sequence, predict their binding affinity value. This is MHC class II binding data. The peptide sequence is RIDTPEVLKGPFTVR. The MHC is HLA-DQA10301-DQB10302 with pseudo-sequence HLA-DQA10301-DQB10302. The binding affinity (normalized) is 0.0579.